Dataset: Forward reaction prediction with 1.9M reactions from USPTO patents (1976-2016). Task: Predict the product of the given reaction. (1) Given the reactants [O:1]=[C:2]1[NH:6][C:5]2[S:7][C:8]([C:10]([OH:12])=O)=[CH:9][C:4]=2/[C:3]/1=[CH:13]/[C:14]1[NH:15][CH:16]=[CH:17][CH:18]=1.ON1C2[CH:25]=[CH:26][CH:27]=[CH:28][C:23]=2N=N1.Cl.C[O:31][N:32](OC)CCCN=C=NCC.C(N(C(C)C)CC)(C)C.CN(C)C=[O:55], predict the reaction product. The product is: [O:55]1[CH2:25][CH2:26][CH2:27][CH2:28][CH:23]1[O:31][NH:32][C:10]([C:8]1[S:7][C:5]2[NH:6][C:2](=[O:1])/[C:3](=[CH:13]\[C:14]3[NH:15][CH:16]=[CH:17][CH:18]=3)/[C:4]=2[CH:9]=1)=[O:12]. (2) Given the reactants [C:1]([O:5][C:6]([NH:8][C@H:9]1[C:14](=[O:15])[O:13][C:11](=[O:12])[CH2:10]1)=[O:7])([CH3:4])([CH3:3])[CH3:2].[BH4-].[Na+:17].C(O)(=O)C.CO, predict the reaction product. The product is: [C:1]([O:5][C:6]([NH:8][C@@H:9]([CH2:14][OH:15])[CH2:10][C:11]([O-:13])=[O:12])=[O:7])([CH3:3])([CH3:4])[CH3:2].[Na+:17].